Dataset: Reaction yield outcomes from USPTO patents with 853,638 reactions. Task: Predict the reaction yield, written as a fraction of the theoretical maximum amount of product (1.0 means a 100% yield; for example, 0.34 means a 34% yield). (1) The reactants are [Cl:1][C:2]1[N:3]=[C:4]([C:9]([NH:11][C@H:12]2[CH2:17][CH2:16][C@H:15]([C:18]3[CH:19]=[C:20]([CH:26]=[CH:27][CH:28]=3)[C:21]([O:23]CC)=[O:22])[CH2:14][CH2:13]2)=[O:10])[NH:5][C:6]=1[CH2:7][CH3:8].O.[OH-].[Li+]. No catalyst specified. The product is [Cl:1][C:2]1[N:3]=[C:4]([C:9]([NH:11][C@H:12]2[CH2:17][CH2:16][C@H:15]([C:18]3[CH:19]=[C:20]([CH:26]=[CH:27][CH:28]=3)[C:21]([OH:23])=[O:22])[CH2:14][CH2:13]2)=[O:10])[NH:5][C:6]=1[CH2:7][CH3:8]. The yield is 0.580. (2) The reactants are [C:1]1([CH2:7][N:8]2[C:13](=[O:14])[CH2:12][C:11](=[O:15])[N:10]([CH:16]3[CH2:21][CH2:20][O:19][CH2:18][CH2:17]3)[C:9]2=[O:22])[CH:6]=[CH:5][CH:4]=[CH:3][CH:2]=1.C(N(C(C)C)CC)(C)C.[N:32]([CH2:35][C:36]([O:38]CC)=[O:37])=[C:33]=[O:34]. The catalyst is ClCCl. The product is [OH:15][C:11]1[N:10]([CH:16]2[CH2:21][CH2:20][O:19][CH2:18][CH2:17]2)[C:9](=[O:22])[N:8]([CH2:7][C:1]2[CH:6]=[CH:5][CH:4]=[CH:3][CH:2]=2)[C:13](=[O:14])[C:12]=1[C:33]([NH:32][CH2:35][C:36]([OH:38])=[O:37])=[O:34]. The yield is 0.810. (3) The reactants are [NH2:1][C:2]1[CH:7]=[CH:6][C:5]([C:8]2([C:11]([O:13][CH3:14])=[O:12])[CH2:10][CH2:9]2)=[CH:4][C:3]=1[C:15]#[C:16][Si](C)(C)C. The catalyst is CN(C=O)C.[Cu]I. The product is [NH:1]1[C:2]2[C:3](=[CH:4][C:5]([C:8]3([C:11]([O:13][CH3:14])=[O:12])[CH2:10][CH2:9]3)=[CH:6][CH:7]=2)[CH:15]=[CH:16]1. The yield is 0.510.